This data is from Reaction yield outcomes from USPTO patents with 853,638 reactions. The task is: Predict the reaction yield, written as a fraction of the theoretical maximum amount of product (1.0 means a 100% yield; for example, 0.34 means a 34% yield). The reactants are [CH2:1]1[C@H:5]2[CH2:6][CH2:7][NH:8][CH2:9][CH2:10][C@H:4]2[CH2:3][N:2]1[C:11]([O:13][C:14]([CH3:17])([CH3:16])[CH3:15])=[O:12].[F:18][C:19]([F:33])([F:32])[O:20][C:21]1[CH:22]=[C:23](/[CH:27]=[CH:28]/[C:29](O)=[O:30])[CH:24]=[CH:25][CH:26]=1.C(N(C(C)C)C(C)C)C.F[P-](F)(F)(F)(F)F.N1(OC(N(C)C)=[N+](C)C)C2N=CC=CC=2N=N1. The catalyst is CN(C)C=O. The product is [F:18][C:19]([F:32])([F:33])[O:20][C:21]1[CH:22]=[C:23](/[CH:27]=[CH:28]/[C:29]([N:8]2[CH2:7][CH2:6][C@H:5]3[CH2:1][N:2]([C:11]([O:13][C:14]([CH3:17])([CH3:16])[CH3:15])=[O:12])[CH2:3][C@H:4]3[CH2:10][CH2:9]2)=[O:30])[CH:24]=[CH:25][CH:26]=1. The yield is 0.870.